From a dataset of Reaction yield outcomes from USPTO patents with 853,638 reactions. Predict the reaction yield, written as a fraction of the theoretical maximum amount of product (1.0 means a 100% yield; for example, 0.34 means a 34% yield). (1) The reactants are [BH4-].[Li+].CC(C)(OC([CH2:9][NH:10][C:11]1[N:16]=[C:15]([CH2:17][C:18](OCC)=[O:19])[CH:14]=[CH:13][CH:12]=1)=O)C.O.C(OCC)(=O)C. The catalyst is O1CCCC1. The product is [CH3:9][NH:10][C:11]1[N:16]=[C:15]([CH2:17][CH2:18][OH:19])[CH:14]=[CH:13][CH:12]=1. The yield is 0.580. (2) The reactants are C(N(CC)CC)C.S(Cl)(C)(=O)=O.[CH3:13][O:14][C:15]([CH:17]1[CH:21]([C@@H:22]([CH3:25])[CH2:23]O)[CH2:20][N:19]([C:26]([O:28][CH2:29][C:30]2[CH:35]=[CH:34][CH:33]=[CH:32][CH:31]=2)=[O:27])[CH2:18]1)=[O:16].C(O)(=O)CC(CC(O)=O)(C(O)=O)O.[I-:49].[Na+]. The catalyst is ClCCl.C(OCC)(=O)C.CO. The product is [CH3:13][O:14][C:15]([CH:17]1[CH:21]([C@@H:22]([CH3:25])[CH2:23][I:49])[CH2:20][N:19]([C:26]([O:28][CH2:29][C:30]2[CH:35]=[CH:34][CH:33]=[CH:32][CH:31]=2)=[O:27])[CH2:18]1)=[O:16]. The yield is 0.840. (3) The reactants are [CH3:1][O:2][C:3]([C:5]1([C:8]2[CH:13]=[CH:12][C:11]([O:14][CH3:15])=[C:10]([CH2:16]Cl)[CH:9]=2)[CH2:7][CH2:6]1)=[O:4].C([O-])([O-])=[O:19].[Na+].[Na+].Cl. The catalyst is O.[N+](CCCC)(CCCC)(CCCC)CCCC.[Br-]. The product is [CH3:1][O:2][C:3]([C:5]1([C:8]2[CH:13]=[CH:12][C:11]([O:14][CH3:15])=[C:10]([CH2:16][OH:19])[CH:9]=2)[CH2:7][CH2:6]1)=[O:4]. The yield is 0.390. (4) The reactants are [CH3:1][O:2][C:3](=[O:14])[C:4]1[CH:9]=[CH:8][C:7]([CH:10]([F:12])[F:11])=[CH:6][C:5]=1[NH2:13].[I:15]I. The catalyst is CCO.[O-]S([O-])(=O)=O.[Ag+].[Ag+]. The product is [CH3:1][O:2][C:3](=[O:14])[C:4]1[CH:9]=[C:8]([I:15])[C:7]([CH:10]([F:12])[F:11])=[CH:6][C:5]=1[NH2:13]. The yield is 0.900. (5) The reactants are [CH2:1]([N:3]1[CH2:8][CH2:7][N:6]([C:9]2[CH:14]=[CH:13][C:12]([NH:15][C:16]3[CH:21]=[C:20]([NH:22][CH3:23])[N:19]=[CH:18][N:17]=3)=[C:11]([N+:24]([O-:26])=[O:25])[CH:10]=2)[CH2:5][CH2:4]1)[CH3:2].[H-].[Na+].[Cl:29][C:30]1[C:35]([N:36]=[C:37]=[O:38])=[C:34]([Cl:39])[C:33]([O:40][CH3:41])=[CH:32][C:31]=1[O:42][CH3:43].[NH4+].[Cl-]. The catalyst is C1COCC1. The product is [Cl:29][C:30]1[C:31]([O:42][CH3:43])=[CH:32][C:33]([O:40][CH3:41])=[C:34]([Cl:39])[C:35]=1[NH:36][C:37](=[O:38])[N:22]([C:20]1[CH:21]=[C:16]([NH:15][C:12]2[CH:13]=[CH:14][C:9]([N:6]3[CH2:7][CH2:8][N:3]([CH2:1][CH3:2])[CH2:4][CH2:5]3)=[CH:10][C:11]=2[N+:24]([O-:26])=[O:25])[N:17]=[CH:18][N:19]=1)[CH3:23]. The yield is 0.210.